Dataset: Forward reaction prediction with 1.9M reactions from USPTO patents (1976-2016). Task: Predict the product of the given reaction. (1) Given the reactants [CH3:1][N:2]1[C:11]2[C:6](=[CH:7][C:8]([F:15])=[C:9]([F:14])[C:10]=2[O:12][CH3:13])[C:5](=[O:16])[C:4]([C:17]([O:19][CH2:20][CH3:21])=[O:18])=[CH:3]1.[N+:22]([O-])([O-:24])=[O:23].[K+], predict the reaction product. The product is: [CH3:1][N:2]1[C:11]2[C:6](=[C:7]([N+:22]([O-:24])=[O:23])[C:8]([F:15])=[C:9]([F:14])[C:10]=2[O:12][CH3:13])[C:5](=[O:16])[C:4]([C:17]([O:19][CH2:20][CH3:21])=[O:18])=[CH:3]1. (2) Given the reactants Br[C:2]1[N:7]=[C:6]([CH3:8])[C:5]([C:9]([N:11]2[CH2:16][CH2:15][N:14]([C:17]3[C:22]([CH3:23])=[CH:21][C:20]([CH:24]4[CH2:26][CH2:25]4)=[CH:19][N:18]=3)[CH2:13][CH2:12]2)=[O:10])=[CH:4][CH:3]=1.[NH:27]1[CH2:31][CH2:30][CH2:29][C:28]1=[O:32], predict the reaction product. The product is: [CH:24]1([C:20]2[CH:21]=[C:22]([CH3:23])[C:17]([N:14]3[CH2:15][CH2:16][N:11]([C:9]([C:5]4[CH:4]=[CH:3][C:2]([N:27]5[CH2:31][CH2:30][CH2:29][C:28]5=[O:32])=[N:7][C:6]=4[CH3:8])=[O:10])[CH2:12][CH2:13]3)=[N:18][CH:19]=2)[CH2:26][CH2:25]1. (3) The product is: [OH:6][C@H:3]1[CH2:4][CH2:5][N:1]([C:10](=[O:11])[CH2:9][C:8](=[O:12])[CH3:7])[CH2:2]1. Given the reactants [NH:1]1[CH2:5][CH2:4][C@H:3]([OH:6])[CH2:2]1.[CH2:7]=[C:8]1[O:12][C:10](=[O:11])[CH2:9]1, predict the reaction product. (4) Given the reactants [CH2:1](I)[CH2:2][CH3:3].[Br:5][C:6]1[CH:11]=[CH:10][C:9]([CH2:12][C@H:13]([OH:18])[C:14]([O:16][CH3:17])=[O:15])=[CH:8][CH:7]=1, predict the reaction product. The product is: [Br:5][C:6]1[CH:7]=[CH:8][C:9]([CH2:12][C@H:13]([O:18][CH2:1][CH2:2][CH3:3])[C:14]([O:16][CH3:17])=[O:15])=[CH:10][CH:11]=1.